Task: Predict the reaction yield, written as a fraction of the theoretical maximum amount of product (1.0 means a 100% yield; for example, 0.34 means a 34% yield).. Dataset: Reaction yield outcomes from USPTO patents with 853,638 reactions (1) The reactants are COC1C=C(OC)C=CC=1C[N:6]1[C:11](=[O:12])[C:10]2[CH:13]=[C:14]([CH2:16][C:17]([F:20])([F:19])[F:18])[S:15][C:9]=2[N:8]([CH2:21][C:22]2[CH:27]=[CH:26][C:25]([C:28]3[C:29]([C:34]#[N:35])=[CH:30][CH:31]=[CH:32][CH:33]=3)=[CH:24][CH:23]=2)[C:7]1=[O:36].FC(F)(F)C(O)=O. The catalyst is C1(C)C=CC=CC=1. The product is [O:36]=[C:7]1[N:8]([CH2:21][C:22]2[CH:23]=[CH:24][C:25]([C:28]3[C:29]([C:34]#[N:35])=[CH:30][CH:31]=[CH:32][CH:33]=3)=[CH:26][CH:27]=2)[C:9]2[S:15][C:14]([CH2:16][C:17]([F:20])([F:19])[F:18])=[CH:13][C:10]=2[C:11](=[O:12])[NH:6]1. The yield is 1.00. (2) The reactants are CC(OI1(OC(C)=O)(OC(C)=O)OC(=O)C2C=CC=CC1=2)=O.[CH3:23][C:24]([O:28][CH2:29][CH:30]1[CH2:34][CH:33]=[C:32]([CH3:35])[C:31]1([CH3:37])[CH3:36])([CH3:27])[CH2:25][OH:26].C(=O)(O)[O-].[Na+]. The catalyst is ClCCl.CCCCCC. The product is [CH3:27][C:24]([O:28][CH2:29][CH:30]1[CH2:34][CH:33]=[C:32]([CH3:35])[C:31]1([CH3:37])[CH3:36])([CH3:23])[CH:25]=[O:26]. The yield is 0.350. (3) The reactants are C(C1C=C(NC(=O)CCCC2C=CC([B:25]([OH:27])[OH:26])=CC=2)C=CC=1S(CC)(=O)=O)#N.[CH2:29]([O:36][C:37]([NH:39][C@@H:40]([C:47]1[CH:52]=[CH:51][CH:50]=[C:49]([NH:53][C:54](=[O:67])/[CH:55]=[CH:56]/[CH2:57][C:58]2[C:63]([CH3:64])=[CH:62][C:61](Br)=[CH:60][C:59]=2[CH3:66])[CH:48]=1)[CH2:41][C:42]([O:44][CH2:45][CH3:46])=[O:43])=[O:38])[C:30]1[CH:35]=[CH:34][CH:33]=[CH:32][CH:31]=1. No catalyst specified. The product is [CH2:29]([O:36][C:37]([NH:39][C@@H:40]([C:47]1[CH:48]=[C:49]([NH:53][C:54](=[O:67])/[CH:55]=[CH:56]/[CH2:57][C:58]2[C:63]([CH3:64])=[CH:62][C:61]([B:25]([OH:27])[OH:26])=[CH:60][C:59]=2[CH3:66])[CH:50]=[CH:51][CH:52]=1)[CH2:41][C:42]([O:44][CH2:45][CH3:46])=[O:43])=[O:38])[C:30]1[CH:35]=[CH:34][CH:33]=[CH:32][CH:31]=1. The yield is 0.820.